The task is: Predict the reactants needed to synthesize the given product.. This data is from Full USPTO retrosynthesis dataset with 1.9M reactions from patents (1976-2016). (1) Given the product [NH2:25][C:9]1[N:8]=[C:7]([C:5]([OH:6])=[O:4])[N:15]=[C:14]2[C:10]=1[NH:11][CH:12]([O:23][CH3:24])[N:13]2[CH2:16][C:17]1[CH:18]=[CH:19][CH:20]=[CH:21][CH:22]=1, predict the reactants needed to synthesize it. The reactants are: [OH-].[Na+].C[O:4][C:5]([C:7]1[N:15]=[C:14]2[C:10]([NH:11][CH:12]([O:23][CH3:24])[N:13]2[CH2:16][C:17]2[CH:22]=[CH:21][CH:20]=[CH:19][CH:18]=2)=[C:9]([NH2:25])[N:8]=1)=[O:6].Cl. (2) Given the product [Cl:19][C:20]1[CH:21]=[C:22]([C:23]2[N:25]=[C:2]([C:4]3[CH:5]=[CH:6][C:7]([O:8][CH2:9][C:10]([OH:12])=[O:11])=[CH:17][CH:18]=3)[O:3][N:24]=2)[CH:27]=[CH:28][C:29]=1[O:30][CH:31]([CH3:33])[CH3:32], predict the reactants needed to synthesize it. The reactants are: Cl[C:2]([C:4]1[CH:18]=[CH:17][C:7]([O:8][CH2:9][C:10]([O:12]C(C)(C)C)=[O:11])=[CH:6][CH:5]=1)=[O:3].[Cl:19][C:20]1[CH:21]=[C:22]([CH:27]=[CH:28][C:29]=1[O:30][CH:31]([CH3:33])[CH3:32])/[C:23](=[N:25]/O)/[NH2:24].Cl. (3) Given the product [C:26]([OH:31])(=[O:30])[CH:27]([CH3:29])[OH:28].[C:33]([O:38][CH3:12])(=[O:37])[CH:34]([CH3:36])[OH:35], predict the reactants needed to synthesize it. The reactants are: [Sn](Cl)(Cl)(Cl)Cl.O.O.O.O.O.O=[CH:12][C@@H]([C@H]([C@@H]([C@@H](CO)O)O)O)O.[OH-].[Na+].Cl.[C:26]([O-:31])(=[O:30])[CH:27]([CH3:29])[OH:28].[Na+].[C:33]([OH:38])(=[O:37])[CH:34]([CH3:36])[OH:35]. (4) The reactants are: [B:10]1([B:10]2[O:14][C:13]([CH3:16])([CH3:15])[C:12]([CH3:18])([CH3:17])[O:11]2)[O:14][C:13]([CH3:16])([CH3:15])[C:12]([CH3:18])([CH3:17])[O:11]1.Br[C:20]1[C:28]2[S:27][C:26]([NH:29][CH2:30][CH3:31])=[N:25][C:24]=2[CH:23]=[CH:22][CH:21]=1.C([O-])(=O)C.[K+]. Given the product [CH2:30]([NH:29][C:26]1[S:27][C:28]2[C:20]([B:10]3[O:11][C:12]([CH3:17])([CH3:18])[C:13]([CH3:15])([CH3:16])[O:14]3)=[CH:21][CH:22]=[CH:23][C:24]=2[N:25]=1)[CH3:31], predict the reactants needed to synthesize it. (5) Given the product [CH2:54]([N:45]1[C:44]2[CH:43]=[CH:42][C:41]([NH:40][C:2]3[C:3]([CH:5]=[C:6]([NH:10][C:11]4[C:20]5[C:15](=[CH:16][C:17]([O:23][CH2:24][CH2:25][O:26][CH3:27])=[C:18]([O:21][CH3:22])[CH:19]=5)[N:14]=[CH:13][N:12]=4)[C:7](=[O:9])[CH:8]=3)=[O:4])=[CH:53][C:52]=2[C:51]2[C:46]1=[CH:47][CH:48]=[CH:49][CH:50]=2)[CH3:55], predict the reactants needed to synthesize it. The reactants are: Cl[C:2]1[C:3]([CH:5]=[C:6]([NH:10][C:11]2[C:20]3[C:15](=[CH:16][C:17]([O:23][CH2:24][CH2:25][O:26][CH3:27])=[C:18]([O:21][CH3:22])[CH:19]=3)[N:14]=[CH:13][N:12]=2)[C:7](=[O:9])[CH:8]=1)=[O:4].FC1C(O)=C(F)C(F)=C(F)C=1F.[NH2:40][C:41]1[CH:42]=[CH:43][C:44]2[N:45]([CH2:54][CH3:55])[C:46]3[C:51]([C:52]=2[CH:53]=1)=[CH:50][CH:49]=[CH:48][CH:47]=3.C(=O)([O-])[O-].[K+].[K+]. (6) Given the product [Cl:1][C:2]1[CH:3]=[CH:4][C:5]([S:8]([N:11]([C@H:20]([CH2:24][CH:25]([CH3:27])[CH3:26])[C:21]([NH2:23])=[O:22])[CH2:12][C:13]2[CH:18]=[CH:17][C:16]([NH:19][CH3:28])=[CH:15][CH:14]=2)(=[O:9])=[O:10])=[CH:6][CH:7]=1, predict the reactants needed to synthesize it. The reactants are: [Cl:1][C:2]1[CH:7]=[CH:6][C:5]([S:8]([N:11]([C@H:20]([CH2:24][CH:25]([CH3:27])[CH3:26])[C:21]([NH2:23])=[O:22])[CH2:12][C:13]2[CH:18]=[CH:17][C:16]([NH2:19])=[CH:15][CH:14]=2)(=[O:10])=[O:9])=[CH:4][CH:3]=1.[CH3:28]CN(CC)CC.COS(OC)(=O)=O.